This data is from Forward reaction prediction with 1.9M reactions from USPTO patents (1976-2016). The task is: Predict the product of the given reaction. Given the reactants [CH:1]([CH:3]1[CH2:8][CH2:7][N:6]([CH2:9][C:10]2[CH:22]=[CH:21][C:13]([C:14]([O:16][C:17]([CH3:20])([CH3:19])[CH3:18])=[O:15])=[CH:12][CH:11]=2)[CH2:5][CH2:4]1)=O.[C:23]1([C@@H:29]2[CH2:31][C@H:30]2[NH2:32])[CH:28]=[CH:27][CH:26]=[CH:25][CH:24]=1.[B-]C#N.[Na+].O, predict the reaction product. The product is: [C:23]1([C@@H:29]2[CH2:31][C@H:30]2[NH:32][CH2:1][CH:3]2[CH2:8][CH2:7][N:6]([CH2:9][C:10]3[CH:22]=[CH:21][C:13]([C:14]([O:16][C:17]([CH3:20])([CH3:19])[CH3:18])=[O:15])=[CH:12][CH:11]=3)[CH2:5][CH2:4]2)[CH:28]=[CH:27][CH:26]=[CH:25][CH:24]=1.